Dataset: Forward reaction prediction with 1.9M reactions from USPTO patents (1976-2016). Task: Predict the product of the given reaction. (1) Given the reactants [C:1]([C:3]1[CH:8]=[CH:7][CH:6]=[CH:5][C:4]=1[CH2:9][C:10]([NH2:12])=[O:11])#[CH:2].Cl[C:14]1[C:19]([C:20]([F:23])([F:22])[F:21])=[CH:18][N:17]=[C:16]([NH:24][C:25]2[CH:30]=[CH:29][C:28]([CH:31]3[CH2:36][CH2:35][CH2:34][CH2:33][N:32]3[C:37]([O:39][C:40]([CH3:43])([CH3:42])[CH3:41])=[O:38])=[CH:27][CH:26]=2)[N:15]=1.C(N(CC)CC)C.C1(P(C2C=CC=CC=2)C2C=CC=CC=2)C=CC=CC=1, predict the reaction product. The product is: [NH2:12][C:10](=[O:11])[CH2:9][C:4]1[CH:5]=[CH:6][CH:7]=[CH:8][C:3]=1[C:1]#[C:2][C:18]1[C:19]([C:20]([F:21])([F:22])[F:23])=[CH:14][N:15]=[C:16]([NH:24][C:25]2[CH:26]=[CH:27][C:28]([CH:31]3[CH2:36][CH2:35][CH2:34][CH2:33][N:32]3[C:37]([O:39][C:40]([CH3:43])([CH3:42])[CH3:41])=[O:38])=[CH:29][CH:30]=2)[N:17]=1. (2) The product is: [F:1][C:2]1[CH:3]=[C:4]([C:10]2[C:18]3[C:13](=[C:14]([C:19]4[CH:24]=[CH:23][CH:22]=[CH:21][CH:20]=4)[CH:15]=[CH:16][CH:17]=3)[N:12]([CH2:25][CH2:26][CH3:27])[N:11]=2)[CH:5]=[CH:6][C:7]=1[OH:8]. Given the reactants [F:1][C:2]1[CH:3]=[C:4]([C:10]2[C:18]3[C:13](=[C:14]([C:19]4[CH:24]=[CH:23][CH:22]=[CH:21][CH:20]=4)[CH:15]=[CH:16][CH:17]=3)[N:12]([CH2:25][CH2:26][CH3:27])[N:11]=2)[CH:5]=[CH:6][C:7]=1[O:8]C.ClC1C=CC=C2C=1N(CCC)N=C2C1C=CC(OC)=C(F)C=1.C1([Mg]Br)C=CC=CC=1.Cl, predict the reaction product. (3) Given the reactants [Cl:1][C:2]1[C:3]([CH3:29])=[C:4]([NH:10][C:11]([N:13]2[CH2:17][CH2:16][C@@H:15]([O:18][Si:19]([C:22]([CH3:25])([CH3:24])[CH3:23])([CH3:21])[CH3:20])[C@:14]2([CH2:27]O)[CH3:26])=[O:12])[CH:5]=[CH:6][C:7]=1[C:8]#[N:9].CC(C)([O-])C.[K+].C1(C)C=CC(S(Cl)(=O)=O)=CC=1, predict the reaction product. The product is: [Si:19]([O:18][C@H:15]1[C@:14]2([CH3:26])[N:13]([C:11](=[O:12])[N:10]([C:4]3[CH:5]=[CH:6][C:7]([C:8]#[N:9])=[C:2]([Cl:1])[C:3]=3[CH3:29])[CH2:27]2)[CH2:17][CH2:16]1)([C:22]([CH3:25])([CH3:24])[CH3:23])([CH3:20])[CH3:21]. (4) Given the reactants C(OC([NH:8][CH:9]([C:20]1[CH:25]=[CH:24][C:23]([C:26]2[CH:31]=[CH:30][CH:29]=[CH:28][CH:27]=2)=[CH:22][CH:21]=1)[C:10]([O:12][CH2:13][C:14]1[CH:19]=[CH:18][CH:17]=[CH:16][CH:15]=1)=[O:11])=O)(C)(C)C.[ClH:32], predict the reaction product. The product is: [ClH:32].[NH2:8][CH:9]([C:20]1[CH:21]=[CH:22][C:23]([C:26]2[CH:31]=[CH:30][CH:29]=[CH:28][CH:27]=2)=[CH:24][CH:25]=1)[C:10]([O:12][CH2:13][C:14]1[CH:19]=[CH:18][CH:17]=[CH:16][CH:15]=1)=[O:11]. (5) Given the reactants [NH:1]1[CH2:6][CH2:5][CH:4]([C:7]#[N:8])[CH2:3][CH2:2]1.[C:9](O[C:9]([O:11][C:12]([CH3:15])([CH3:14])[CH3:13])=[O:10])([O:11][C:12]([CH3:15])([CH3:14])[CH3:13])=[O:10], predict the reaction product. The product is: [C:7]([CH:4]1[CH2:5][CH2:6][N:1]([C:9]([O:11][C:12]([CH3:15])([CH3:14])[CH3:13])=[O:10])[CH2:2][CH2:3]1)#[N:8].